Dataset: Forward reaction prediction with 1.9M reactions from USPTO patents (1976-2016). Task: Predict the product of the given reaction. (1) Given the reactants [CH3:1][C:2]1[C:6]([CH:7]2[N:11]([CH2:12][C:13]([O:15]CC)=[O:14])[C:10]3[CH:18]=[C:19]([CH2:22][C:23]([NH:25][CH:26]([C:33]4[CH:38]=[CH:37][C:36]([CH3:39])=[CH:35][C:34]=4[CH3:40])[C:27]4[CH:32]=[CH:31][CH:30]=[CH:29][CH:28]=4)=[O:24])[CH:20]=[CH:21][C:9]=3[NH:8]2)=[C:5]([CH3:41])[O:4][N:3]=1.C(OCC#N)(C)C, predict the reaction product. The product is: [CH3:1][C:2]1[C:6]([CH:7]2[N:11]([CH2:12][C:13]([OH:15])=[O:14])[C:10]3[CH:18]=[C:19]([CH2:22][C:23]([NH:25][CH:26]([C:33]4[CH:38]=[CH:37][C:36]([CH3:39])=[CH:35][C:34]=4[CH3:40])[C:27]4[CH:32]=[CH:31][CH:30]=[CH:29][CH:28]=4)=[O:24])[CH:20]=[CH:21][C:9]=3[NH:8]2)=[C:5]([CH3:41])[O:4][N:3]=1. (2) Given the reactants C([O:5][C:6](=[O:40])[CH2:7][C@H:8]([NH:20][C:21](=[O:39])[C@@H:22]([NH:28][C:29]([O:31][CH2:32][C:33]1[CH:38]=[CH:37][CH:36]=[CH:35][CH:34]=1)=[O:30])[CH2:23][C:24]([CH3:27])([CH3:26])[CH3:25])[CH2:9][N:10]1[C:18]2[C:13](=[CH:14][C:15]([F:19])=[CH:16][CH:17]=2)[CH2:12][CH2:11]1)(C)(C)C, predict the reaction product. The product is: [CH2:32]([O:31][C:29]([NH:28][C@@H:22]([CH2:23][C:24]([CH3:27])([CH3:26])[CH3:25])[C:21]([NH:20][C@H:8]([CH2:9][N:10]1[C:18]2[C:13](=[CH:14][C:15]([F:19])=[CH:16][CH:17]=2)[CH2:12][CH2:11]1)[CH2:7][C:6]([OH:40])=[O:5])=[O:39])=[O:30])[C:33]1[CH:38]=[CH:37][CH:36]=[CH:35][CH:34]=1. (3) The product is: [NH2:9][CH2:8][C:6]1[CH:5]=[C:4]([O:10][CH3:11])[N:3]=[C:2]([NH2:1])[N:7]=1. Given the reactants [NH2:1][C:2]1[N:7]=[C:6]([C:8]#[N:9])[CH:5]=[C:4]([O:10][CH3:11])[N:3]=1, predict the reaction product. (4) Given the reactants [Li][C:2](C)(C)C.[I:6][C:7]1[CH:12]=[CH:11][C:10]([C:13](=O)[CH:14]([CH3:16])[CH3:15])=[CH:9][CH:8]=1.O, predict the reaction product. The product is: [I:6][C:7]1[CH:12]=[CH:11][C:10]([C:13](=[CH2:2])[CH:14]([CH3:16])[CH3:15])=[CH:9][CH:8]=1. (5) Given the reactants [CH2:1]([S:3]([C:6]1[CH:11]=[CH:10][C:9]([C:12]2[C:17]([CH3:18])=[C:16]([N+:19]([O-])=O)[CH:15]=[CH:14][C:13]=2[O:22][CH2:23][C:24]([O:26][CH3:27])=[O:25])=[CH:8][CH:7]=1)(=[O:5])=[O:4])[CH3:2], predict the reaction product. The product is: [NH2:19][C:16]1[CH:15]=[CH:14][C:13]([O:22][CH2:23][C:24]([O:26][CH3:27])=[O:25])=[C:12]([C:9]2[CH:10]=[CH:11][C:6]([S:3]([CH2:1][CH3:2])(=[O:4])=[O:5])=[CH:7][CH:8]=2)[C:17]=1[CH3:18]. (6) Given the reactants C(OC([NH:8][C:9]1[CH:16]=[CH:15][C:12]([C:13]#[N:14])=[CH:11][CH:10]=1)=O)(C)(C)C.O1CC(=O)N=N1.C(OC(=O)CCNC(=O)C1C=CC(C2[NH:38][O:39][C:40](=[O:42])N=2)=CC=1)C, predict the reaction product. The product is: [O:39]1[C:40](=[O:42])[N:14]=[C:13]([C:12]2[CH:11]=[CH:10][C:9]([NH2:8])=[CH:16][CH:15]=2)[NH:38]1. (7) Given the reactants [CH3:1][N:2]1[C:7]([C:8]([F:11])([F:10])[F:9])=[CH:6][C:5](=[O:12])[N:4]([C:13]2[CH:14]=[CH:15][C:16]3[S:20][N:19]=C(C=O)[C:17]=3[CH:23]=2)[C:3]1=[O:24].[CH:25]([SH:28])([SH:27])[CH3:26].B(F)(F)F.[CH3:33][CH2:34]OCC, predict the reaction product. The product is: [S:27]1[CH2:34][CH2:33][S:28][CH:25]1[C:26]1[C:17]2[CH:23]=[C:13]([N:4]3[C:5](=[O:12])[CH:6]=[C:7]([C:8]([F:9])([F:11])[F:10])[N:2]([CH3:1])[C:3]3=[O:24])[CH:14]=[CH:15][C:16]=2[S:20][N:19]=1.